This data is from Forward reaction prediction with 1.9M reactions from USPTO patents (1976-2016). The task is: Predict the product of the given reaction. (1) Given the reactants [OH:1][CH2:2][CH2:3][C@@H:4]([NH:25][C:26](=[O:32])[O:27][C:28]([CH3:31])([CH3:30])[CH3:29])[C:5]([N:7]1[CH2:24][CH2:23][CH2:22][C@:9]2([C:13](=[O:14])[N:12]([CH3:15])[CH2:11][C@H:10]2[C:16]2[CH:21]=[CH:20][CH:19]=[CH:18][CH:17]=2)[CH2:8]1)=[O:6].[C:33]1(O)[CH:38]=[CH:37][CH:36]=[CH:35][CH:34]=1.C1(P(C2C=CC=CC=2)C2C=CC=CC=2)C=CC=CC=1.N(C(OC(C)C)=O)=NC(OC(C)C)=O, predict the reaction product. The product is: [CH3:15][N:12]1[CH2:11][C@@H:10]([C:16]2[CH:21]=[CH:20][CH:19]=[CH:18][CH:17]=2)[C@@:9]2([CH2:22][CH2:23][CH2:24][N:7]([C:5](=[O:6])[C@H:4]([NH:25][C:26](=[O:32])[O:27][C:28]([CH3:29])([CH3:31])[CH3:30])[CH2:3][CH2:2][O:1][C:33]3[CH:38]=[CH:37][CH:36]=[CH:35][CH:34]=3)[CH2:8]2)[C:13]1=[O:14]. (2) The product is: [O:13]1[C:17]2[CH:18]=[CH:19][CH:20]=[CH:21][C:16]=2[C:15]([CH2:22][CH2:23][OH:24])=[CH:14]1. Given the reactants S1C2C=CC=CC=2C(CCO)=C1.[O:13]1[C:17]2[CH:18]=[CH:19][CH:20]=[CH:21][C:16]=2[C:15]([CH2:22][C:23](O)=[O:24])=[CH:14]1.[H-].[Al+3].[Li+].[H-].[H-].[H-].CCCCCC.CCOC(C)=O, predict the reaction product. (3) Given the reactants Cl.C[O:3][C:4](=[O:39])[C:5]1[CH:10]=[CH:9][C:8]([CH2:11][O:12][C:13]2[CH:18]=[CH:17][C:16]([CH2:19][C@H:20]([NH2:38])[C:21]3[N:22]([CH2:34][CH2:35][CH2:36][CH3:37])[CH:23]=[C:24]([C:26]4[CH:31]=[CH:30][C:29]([Cl:32])=[CH:28][C:27]=4[Cl:33])[N:25]=3)=[CH:15][CH:14]=2)=[CH:7][CH:6]=1.[F:40][C:41]([F:52])([F:51])[CH:42]1[CH2:47][CH2:46][CH:45]([C:48](O)=[O:49])[CH2:44][CH2:43]1, predict the reaction product. The product is: [CH2:34]([N:22]1[CH:23]=[C:24]([C:26]2[CH:31]=[CH:30][C:29]([Cl:32])=[CH:28][C:27]=2[Cl:33])[N:25]=[C:21]1[C@@H:20]([NH:38][C:48]([CH:45]1[CH2:44][CH2:43][CH:42]([C:41]([F:40])([F:51])[F:52])[CH2:47][CH2:46]1)=[O:49])[CH2:19][C:16]1[CH:15]=[CH:14][C:13]([O:12][CH2:11][C:8]2[CH:7]=[CH:6][C:5]([C:4]([OH:3])=[O:39])=[CH:10][CH:9]=2)=[CH:18][CH:17]=1)[CH2:35][CH2:36][CH3:37].